Dataset: Catalyst prediction with 721,799 reactions and 888 catalyst types from USPTO. Task: Predict which catalyst facilitates the given reaction. (1) Reactant: [CH:1]1([CH2:6][N:7]2[CH2:12][CH2:11][N:10]([C:13]3[N:18]=[CH:17][C:16]([C:19]4[CH:28]=[CH:27][C:22]([C:23](OC)=[O:24])=[CH:21][CH:20]=4)=[CH:15][N:14]=3)[CH2:9][CH2:8]2)[CH2:5][CH2:4][CH2:3][CH2:2]1.O.[NH2:30][NH2:31]. Product: [CH:1]1([CH2:6][N:7]2[CH2:8][CH2:9][N:10]([C:13]3[N:14]=[CH:15][C:16]([C:19]4[CH:20]=[CH:21][C:22]([C:23]([NH:30][NH2:31])=[O:24])=[CH:27][CH:28]=4)=[CH:17][N:18]=3)[CH2:11][CH2:12]2)[CH2:2][CH2:3][CH2:4][CH2:5]1. The catalyst class is: 8. (2) Reactant: [CH3:1][C:2]1[C:3]([OH:11])=[C:4]([CH3:10])[C:5]([CH3:9])=[C:6]([CH:8]=1)[OH:7].[C:12](OC(=O)C)(=[O:14])[CH3:13].C(N(C(C)C)CC)(C)C.[C:28](OCC)(=[O:30])[CH3:29]. Product: [C:12]([O:7][C:6]1[CH:8]=[C:2]([CH3:1])[C:3]([O:11][C:28](=[O:30])[CH3:29])=[C:4]([CH3:10])[C:5]=1[CH3:9])(=[O:14])[CH3:13]. The catalyst class is: 4. (3) Reactant: C(OC([N:8]1[CH:13]2[CH2:14][CH2:15][CH:9]1[CH2:10][C:11]([C:17]1[C:22]([F:23])=[CH:21][CH:20]=[CH:19][N:18]=1)([OH:16])[CH2:12]2)=O)(C)(C)C.[ClH:24]. Product: [ClH:24].[F:23][C:22]1[C:17]([C:11]2([OH:16])[CH2:12][CH:13]3[NH:8][CH:9]([CH2:15][CH2:14]3)[CH2:10]2)=[N:18][CH:19]=[CH:20][CH:21]=1. The catalyst class is: 12.